This data is from Forward reaction prediction with 1.9M reactions from USPTO patents (1976-2016). The task is: Predict the product of the given reaction. (1) Given the reactants [CH2:1]([O:8][C:9]1[CH:17]=[CH:16][C:12]([C:13]([OH:15])=O)=[CH:11][CH:10]=1)[C:2]1[CH:7]=[CH:6][CH:5]=[CH:4][CH:3]=1.[NH2:18][C:19]1[C:20](=[O:33])[N:21]([CH2:30][CH2:31][CH3:32])[C:22](=[O:29])[N:23]([CH2:26][CH2:27][CH3:28])[C:24]=1[NH2:25].CCN=C=NCCCN(C)C, predict the reaction product. The product is: [NH2:25][C:24]1[N:23]([CH2:26][CH2:27][CH3:28])[C:22](=[O:29])[N:21]([CH2:30][CH2:31][CH3:32])[C:20](=[O:33])[C:19]=1[NH:18][C:13](=[O:15])[C:12]1[CH:11]=[CH:10][C:9]([O:8][CH2:1][C:2]2[CH:3]=[CH:4][CH:5]=[CH:6][CH:7]=2)=[CH:17][CH:16]=1. (2) Given the reactants [CH2:1]1[C:9]2[C:4](=[CH:5][CH:6]=[CH:7][CH:8]=2)[CH2:3][NH:2]1.[F:10][C:11]1[CH:16]=[CH:15][C:14]([C:17]2[O:18][C:19]3[CH:29]=[CH:28][C:27]([C:30]4[CH:31]=[C:32]([CH:36]=[CH:37][CH:38]=4)[C:33](O)=[O:34])=[CH:26][C:20]=3[C:21]=2[C:22](=[O:25])[NH:23][CH3:24])=[CH:13][CH:12]=1.CN(C(ON1N=NC2C=CC=NC1=2)=[N+](C)C)C.F[P-](F)(F)(F)(F)F.CCN(C(C)C)C(C)C, predict the reaction product. The product is: [F:10][C:11]1[CH:16]=[CH:15][C:14]([C:17]2[O:18][C:19]3[CH:29]=[CH:28][C:27]([C:30]4[CH:38]=[CH:37][CH:36]=[C:32]([C:33]([N:2]5[CH2:3][C:4]6[C:9](=[CH:8][CH:7]=[CH:6][CH:5]=6)[CH2:1]5)=[O:34])[CH:31]=4)=[CH:26][C:20]=3[C:21]=2[C:22]([NH:23][CH3:24])=[O:25])=[CH:13][CH:12]=1. (3) The product is: [ClH:1].[Cl:1][C:2]1[CH:3]=[CH:4][N:5]=[C:6]2[C:11]=1[N:10]=[C:9]([OH:12])[CH:8]=[CH:7]2. Given the reactants [Cl:1][C:2]1[CH:3]=[CH:4][N:5]=[C:6]2[C:11]=1[N:10]=[C:9]([O:12]C)[CH:8]=[CH:7]2, predict the reaction product. (4) Given the reactants Br[CH2:2][C:3]([NH:5][C:6]1[CH:11]=[CH:10][CH:9]=[C:8]([C:12]2[CH:21]=[N:20][C:19]3[C:14](=[CH:15][CH:16]=[CH:17][CH:18]=3)[N:13]=2)[CH:7]=1)=[O:4].[CH3:22][S-:23].[Na+], predict the reaction product. The product is: [CH3:22][S:23][CH2:2][C:3]([NH:5][C:6]1[CH:11]=[CH:10][CH:9]=[C:8]([C:12]2[CH:21]=[N:20][C:19]3[C:14](=[CH:15][CH:16]=[CH:17][CH:18]=3)[N:13]=2)[CH:7]=1)=[O:4]. (5) Given the reactants N([O-])=O.[Na+].N[C:6]1[CH:11]=[CH:10][C:9]([CH2:12][C:13]([OH:15])=[O:14])=[CH:8][CH:7]=1.Cl.[O:17]([CH2:21][CH3:22])[C:18]([S-:20])=[S:19].[K+].C(=O)([O-])[O-].[Na+].[Na+], predict the reaction product. The product is: [CH2:21]([O:17][C:18]([S:20][C:6]1[CH:11]=[CH:10][C:9]([CH2:12][C:13]([OH:15])=[O:14])=[CH:8][CH:7]=1)=[S:19])[CH3:22].